Dataset: Peptide-MHC class II binding affinity with 134,281 pairs from IEDB. Task: Regression. Given a peptide amino acid sequence and an MHC pseudo amino acid sequence, predict their binding affinity value. This is MHC class II binding data. (1) The peptide sequence is TVSLPVGADEDDIKA. The MHC is DRB1_0404 with pseudo-sequence DRB1_0404. The binding affinity (normalized) is 0.211. (2) The peptide sequence is GELQIVDKIDADFKI. The MHC is DRB1_1302 with pseudo-sequence DRB1_1302. The binding affinity (normalized) is 0.410.